From a dataset of Forward reaction prediction with 1.9M reactions from USPTO patents (1976-2016). Predict the product of the given reaction. (1) Given the reactants [F:1][C:2]1[CH:7]=[CH:6][C:5]([NH:8][C:9]([C:11]2[CH:16]=[N:15][C:14]([O:17][CH3:18])=[CH:13][N:12]=2)=[O:10])=[CH:4][C:3]=1[C@:19]12[CH2:27][O:26][C@H:25]([CH2:28][F:29])[C@H:24]1[CH2:23][S:22][C:21]([NH:30]C(=O)OC(C)(C)C)=[N:20]2.C(O)(C(F)(F)F)=O, predict the reaction product. The product is: [NH2:30][C:21]1[S:22][CH2:23][C@@H:24]2[C@@H:25]([CH2:28][F:29])[O:26][CH2:27][C@:19]2([C:3]2[CH:4]=[C:5]([NH:8][C:9]([C:11]3[CH:16]=[N:15][C:14]([O:17][CH3:18])=[CH:13][N:12]=3)=[O:10])[CH:6]=[CH:7][C:2]=2[F:1])[N:20]=1. (2) Given the reactants Cl.[Br:2][C:3]1[CH:8]=[CH:7][C:6](N2CCNCC2)=CC=1.[CH2:15]([N:17]([CH2:20][CH3:21])[CH2:18][CH3:19])[CH3:16].[C:22](O[C:22]([O:24][C:25]([CH3:28])([CH3:27])[CH3:26])=[O:23])([O:24][C:25]([CH3:28])([CH3:27])[CH3:26])=[O:23].C(#[N:39])C, predict the reaction product. The product is: [C:25]([O:24][C:22]([N:39]1[CH2:19][CH2:18][N:17]([C:20]2[CH:6]=[CH:7][CH:8]=[C:3]([Br:2])[CH:21]=2)[CH2:15][CH2:16]1)=[O:23])([CH3:28])([CH3:27])[CH3:26]. (3) Given the reactants [Cl:1][C:2]1[CH:7]=[CH:6][C:5]([C@H:8]([NH:10][C:11]([C:13]2([C:28]#[N:29])[CH2:18][CH2:17][N:16]([C:19]3[C:20]4[CH:27]=[CH:26][NH:25][C:21]=4[N:22]=[CH:23][N:24]=3)[CH2:15][CH2:14]2)=[O:12])[CH3:9])=[CH:4][CH:3]=1.[OH-].[NH4+], predict the reaction product. The product is: [NH2:29][CH2:28][C:13]1([C:11]([NH:10][C@@H:8]([C:5]2[CH:4]=[CH:3][C:2]([Cl:1])=[CH:7][CH:6]=2)[CH3:9])=[O:12])[CH2:14][CH2:15][N:16]([C:19]2[C:20]3[CH:27]=[CH:26][NH:25][C:21]=3[N:22]=[CH:23][N:24]=2)[CH2:17][CH2:18]1.